Dataset: Catalyst prediction with 721,799 reactions and 888 catalyst types from USPTO. Task: Predict which catalyst facilitates the given reaction. (1) Reactant: N1C=CN=C1.[Si:6](Cl)([C:9]([CH3:12])([CH3:11])[CH3:10])([CH3:8])[CH3:7].[Cl:14][C:15]1[S:19][C:18]([C:20]([NH:22][C:23]2[CH:31]=[CH:30][CH:29]=[C:28]3[C:24]=2[C:25](=[O:43])[N:26]([CH2:32][C:33]2[CH:38]=[CH:37][C:36]([NH:39][CH2:40][CH2:41][OH:42])=[CH:35][CH:34]=2)[CH2:27]3)=[O:21])=[CH:17][CH:16]=1. Product: [Si:6]([O:42][CH2:41][CH2:40][NH:39][C:36]1[CH:35]=[CH:34][C:33]([CH2:32][N:26]2[C:25](=[O:43])[C:24]3[C:28](=[CH:29][CH:30]=[CH:31][C:23]=3[NH:22][C:20]([C:18]3[S:19][C:15]([Cl:14])=[CH:16][CH:17]=3)=[O:21])[CH2:27]2)=[CH:38][CH:37]=1)([C:9]([CH3:12])([CH3:11])[CH3:10])([CH3:8])[CH3:7]. The catalyst class is: 9. (2) Product: [NH2:15][C:11]1[C:10]2[N:16]=[C:17]([CH2:26][CH3:27])[N:18]([CH2:19][CH:20]3[CH2:21][CH2:22][O:23][CH2:24][CH2:25]3)[C:9]=2[C:8]2[CH:7]=[CH:6][C:5]([CH2:4][CH2:3][CH2:2][NH:1][C:35](=[O:37])[CH3:36])=[CH:14][C:13]=2[N:12]=1. Reactant: [NH2:1][CH2:2][CH2:3][CH2:4][C:5]1[CH:6]=[CH:7][C:8]2[C:9]3[N:18]([CH2:19][CH:20]4[CH2:25][CH2:24][O:23][CH2:22][CH2:21]4)[C:17]([CH2:26][CH3:27])=[N:16][C:10]=3[C:11]([NH2:15])=[N:12][C:13]=2[CH:14]=1.C(N(CC)CC)C.[C:35](OC(=O)C)(=[O:37])[CH3:36].C(=O)([O-])[O-].[Na+].[Na+]. The catalyst class is: 4. (3) Reactant: [NH2:1][C@H:2]1[CH2:7][CH2:6][CH2:5][N:4]([C:8]2[S:9][C:10](=[CH:14][C:15]3[CH:16]=[C:17]4[C:21](=[CH:22][CH:23]=3)[N:20]([CH2:24][C:25]3[CH:30]=[CH:29][C:28]([C:31]([F:34])([F:33])[F:32])=[CH:27][C:26]=3[C:35]([F:38])([F:37])[F:36])[N:19]=[CH:18]4)[C:11](=[O:13])[N:12]=2)[CH2:3]1.[F:39][CH:40]([F:50])[CH2:41]OS(C(F)(F)F)(=O)=O.C(=O)([O-])[O-].[K+].[K+]. Product: [F:36][C:35]([F:38])([F:37])[C:26]1[CH:27]=[C:28]([C:31]([F:34])([F:32])[F:33])[CH:29]=[CH:30][C:25]=1[CH2:24][N:20]1[C:21]2[C:17](=[CH:16][C:15]([CH:14]=[C:10]3[S:9][C:8]([N:4]4[CH2:5][CH2:6][CH2:7][C@H:2]([NH:1][CH2:41][CH:40]([F:50])[F:39])[CH2:3]4)=[N:12][C:11]3=[O:13])=[CH:23][CH:22]=2)[CH:18]=[N:19]1. The catalyst class is: 3. (4) Reactant: [H][H].[N+:3]([C:6]1[CH:16]=[CH:15][CH:14]=[CH:13][C:7]=1[O:8][CH2:9][C:10](=O)[CH3:11])([O-])=O.[N+](C(OC1C=CC=CC=1)C(=O)C)([O-])=O. Product: [CH3:11][CH:10]1[NH:3][C:6]2[CH:16]=[CH:15][CH:14]=[CH:13][C:7]=2[O:8][CH2:9]1. The catalyst class is: 227. (5) Reactant: [CH2:1](Br)[C:2]1[CH:7]=[CH:6][CH:5]=[CH:4][CH:3]=1.[F-].[K+].CN(C)C=O.[CH:16]([C:18]1[CH:26]=[C:22]([C:23]([OH:25])=[O:24])[C:21]([OH:27])=[CH:20][CH:19]=1)=[O:17]. Product: [CH2:1]([O:25][C:23](=[O:24])[C:22]1[C:21](=[CH:20][CH:19]=[C:18]([CH:16]=[O:17])[CH:26]=1)[OH:27])[C:2]1[CH:7]=[CH:6][CH:5]=[CH:4][CH:3]=1. The catalyst class is: 6. (6) Reactant: [F:1][C:2]([F:25])([CH2:19][CH2:20][P:21](=[O:24])([OH:23])[OH:22])[C:3]([F:18])([F:17])[C:4]([F:16])([F:15])[C:5]([F:14])([F:13])[C:6]([F:12])([F:11])[C:7]([F:10])([F:9])[F:8].[NH3:26]. Product: [NH4+:26].[F:25][C:2]([F:1])([CH2:19][CH2:20][P:21](=[O:22])([O-:24])[O-:23])[C:3]([F:17])([F:18])[C:4]([F:16])([F:15])[C:5]([F:14])([F:13])[C:6]([F:12])([F:11])[C:7]([F:10])([F:9])[F:8].[NH4+:26]. The catalyst class is: 6. (7) Product: [C:1]([O:9][CH2:15][C:13](=[O:14])[CH2:12][Cl:11])(=[O:8])[C:2]1[CH:7]=[CH:6][CH:5]=[CH:4][CH:3]=1. The catalyst class is: 9. Reactant: [C:1]([O-:9])(=[O:8])[C:2]1[CH:7]=[CH:6][CH:5]=[CH:4][CH:3]=1.[Na+].[Cl:11][CH2:12][C:13]([CH2:15]Cl)=[O:14].O. (8) Reactant: [NH:1]1[CH2:6][CH2:5][CH:4]([C:7]2[CH:12]=[CH:11][C:10]([S:13]([NH:16][C:17]3[S:18][CH:19]=[CH:20][N:21]=3)(=[O:15])=[O:14])=[CH:9][CH:8]=2)[CH2:3][CH2:2]1.[Cl:22][C:23]1[CH:24]=[C:25]2[CH:31]=[CH:30][N:29]([CH2:32][CH2:33][C:34](O)=[O:35])[C:26]2=[N:27][CH:28]=1.CN(C(ON1N=NC2C=CC=NC1=2)=[N+](C)C)C.F[P-](F)(F)(F)(F)F.CCN(C(C)C)C(C)C. The catalyst class is: 1. Product: [Cl:22][C:23]1[CH:24]=[C:25]2[CH:31]=[CH:30][N:29]([CH2:32][CH2:33][C:34]([N:1]3[CH2:2][CH2:3][CH:4]([C:7]4[CH:8]=[CH:9][C:10]([S:13]([NH:16][C:17]5[S:18][CH:19]=[CH:20][N:21]=5)(=[O:14])=[O:15])=[CH:11][CH:12]=4)[CH2:5][CH2:6]3)=[O:35])[C:26]2=[N:27][CH:28]=1. (9) Reactant: Cl.C([O:4][C:5]([C:7]12[CH2:25][CH:24]1[CH:23]=[CH:22][CH2:21][CH2:20][CH2:19][CH2:18][CH2:17][CH:16]([NH2:26])[C:15](=[O:27])[N:14]1[CH:10]([CH2:11][CH:12]([O:28][C:29]([N:31]3[CH2:40][CH2:39][C:38]4[C:33](=[C:34](C(F)(F)F)[CH:35]=[CH:36][CH:37]=4)[CH2:32]3)=[O:30])[CH2:13]1)[C:9](=[O:45])[NH:8]2)=[O:6])C.C(N(C(C)C)CC)(C)C.[CH:55]1([N:60]=[C:61]=[O:62])[CH2:59][CH2:58][CH2:57][CH2:56]1. Product: [CH:55]1([NH:60][C:61](=[O:62])[NH:26][C@@H:16]2[C:15](=[O:27])[N:14]3[C@@H:10]([CH2:11][C@@H:12]([O:28][C:29]([N:31]4[CH2:40][CH2:39][C:38]5[C:33](=[CH:34][CH:35]=[CH:36][CH:37]=5)[CH2:32]4)=[O:30])[CH2:13]3)[C:9](=[O:45])[NH:8][C@@:7]3([C:5]([OH:4])=[O:6])[C@@H:24]([CH2:25]3)[CH:23]=[CH:22][CH2:21][CH2:20][CH2:19][CH2:18][CH2:17]2)[CH2:59][CH2:58][CH2:57][CH2:56]1. The catalyst class is: 4.